From a dataset of Catalyst prediction with 721,799 reactions and 888 catalyst types from USPTO. Predict which catalyst facilitates the given reaction. (1) Reactant: Cl[C:2]1[N:11]=[CH:10][C:9]2[C:4](=[C:5]([CH3:12])[CH:6]=[CH:7][CH:8]=2)[N:3]=1.[NH2:13][C:14]1[CH:22]=[C:21]2[C:17]([CH2:18][CH2:19][N:20]2C(OC(C)(C)C)=O)=[CH:16][CH:15]=1.C(O)CCC. Product: [NH:20]1[C:21]2[C:17](=[CH:16][CH:15]=[C:14]([NH:13][C:2]3[N:11]=[CH:10][C:9]4[C:4](=[C:5]([CH3:12])[CH:6]=[CH:7][CH:8]=4)[N:3]=3)[CH:22]=2)[CH2:18][CH2:19]1. The catalyst class is: 13. (2) Reactant: [F:1][C:2]1[CH:3]=[C:4]([C:9]2[CH:18]=[N:17][C:16]3[C:11](=[CH:12][C:13]([C:29]4[CH:34]=[CH:33][C:32]([F:35])=[C:31]([F:36])[CH:30]=4)=[C:14]([OH:28])[C:15]=3[C:19]([NH:21][CH2:22][C:23]([O:25]CC)=[O:24])=[O:20])[N:10]=2)[CH:5]=[CH:6][C:7]=1[F:8].[OH-].[Na+]. Product: [F:1][C:2]1[CH:3]=[C:4]([C:9]2[CH:18]=[N:17][C:16]3[C:11](=[CH:12][C:13]([C:29]4[CH:34]=[CH:33][C:32]([F:35])=[C:31]([F:36])[CH:30]=4)=[C:14]([OH:28])[C:15]=3[C:19]([NH:21][CH2:22][C:23]([OH:25])=[O:24])=[O:20])[N:10]=2)[CH:5]=[CH:6][C:7]=1[F:8]. The catalyst class is: 8. (3) Reactant: Br[C:2]1[CH:3]=[C:4]([C:8]2[CH:13]=[CH:12][CH:11]=[CH:10][N:9]=2)[CH:5]=[CH:6][CH:7]=1.C([Li])CCC.Cl[Si:20]([C:33]1[CH:38]=[CH:37][CH:36]=[CH:35][CH:34]=1)([C:27]1[CH:32]=[CH:31][CH:30]=[CH:29][CH:28]=1)[C:21]1[CH:26]=[CH:25][CH:24]=[CH:23][CH:22]=1. Product: [C:33]1([Si:20]([C:21]2[CH:22]=[CH:23][CH:24]=[CH:25][CH:26]=2)([C:27]2[CH:32]=[CH:31][CH:30]=[CH:29][CH:28]=2)[C:2]2[CH:3]=[C:4]([C:8]3[CH:13]=[CH:12][CH:11]=[CH:10][N:9]=3)[CH:5]=[CH:6][CH:7]=2)[CH:34]=[CH:35][CH:36]=[CH:37][CH:38]=1. The catalyst class is: 1. (4) Reactant: [CH2:1]([N:3]1[CH2:8][CH2:7][N:6]([C:9]2[CH:14]=[CH:13][C:12]([NH:15][C:16]3[N:21]=[CH:20][C:19]([CH2:22][CH2:23][C:24]4[CH:25]=[C:26]([CH:31]=[C:32]([O:34][CH3:35])[CH:33]=4)[C:27]([O:29]C)=[O:28])=[CH:18][N:17]=3)=[CH:11][CH:10]=2)[CH2:5][CH2:4]1)[CH3:2].[Li+].[OH-]. Product: [CH2:1]([N:3]1[CH2:8][CH2:7][N:6]([C:9]2[CH:14]=[CH:13][C:12]([NH:15][C:16]3[N:17]=[CH:18][C:19]([CH2:22][CH2:23][C:24]4[CH:25]=[C:26]([CH:31]=[C:32]([O:34][CH3:35])[CH:33]=4)[C:27]([OH:29])=[O:28])=[CH:20][N:21]=3)=[CH:11][CH:10]=2)[CH2:5][CH2:4]1)[CH3:2]. The catalyst class is: 1. (5) Reactant: C([N:8]1[CH2:13][CH2:12][CH:11]([N:14]2[CH2:18][C:17]3=[CH:19][N:20]=[C:21]([CH3:22])[N:16]3[C:15]2=[O:23])[CH2:10][CH2:9]1)C1C=CC=CC=1. Product: [CH3:22][C:21]1[N:16]2[C:15](=[O:23])[N:14]([CH:11]3[CH2:12][CH2:13][NH:8][CH2:9][CH2:10]3)[CH2:18][C:17]2=[CH:19][N:20]=1. The catalyst class is: 43.